From a dataset of Peptide-MHC class II binding affinity with 134,281 pairs from IEDB. Regression. Given a peptide amino acid sequence and an MHC pseudo amino acid sequence, predict their binding affinity value. This is MHC class II binding data. (1) The peptide sequence is NQAFRNIVNMLHGVR. The MHC is DRB1_0101 with pseudo-sequence DRB1_0101. The binding affinity (normalized) is 0.703. (2) The peptide sequence is AFILDGDNLLPKV. The MHC is DRB1_0401 with pseudo-sequence DRB1_0401. The binding affinity (normalized) is 0.802. (3) The peptide sequence is CSIVGWPAIRERMRRT. The MHC is HLA-DQA10501-DQB10201 with pseudo-sequence HLA-DQA10501-DQB10201. The binding affinity (normalized) is 0.0815. (4) The peptide sequence is ATISATPESATPFPH. The MHC is HLA-DQA10401-DQB10402 with pseudo-sequence HLA-DQA10401-DQB10402. The binding affinity (normalized) is 0.575. (5) The peptide sequence is LSADQISTVQASFDKVK. The MHC is DRB1_0901 with pseudo-sequence DRB1_0901. The binding affinity (normalized) is 0.403. (6) The peptide sequence is EGWPYIACRTSIVGR. The MHC is DRB1_0701 with pseudo-sequence DRB1_0701. The binding affinity (normalized) is 0.429.